This data is from Full USPTO retrosynthesis dataset with 1.9M reactions from patents (1976-2016). The task is: Predict the reactants needed to synthesize the given product. (1) Given the product [OH:12][C@@:10]1([C:1]([Cl:4])([Cl:3])[Cl:2])[CH2:9][CH2:8][N:7]([C:13]([O:15][CH2:16][C:17]2[CH:22]=[CH:21][CH:20]=[CH:19][CH:18]=2)=[O:14])[C@@H:6]([CH3:5])[CH2:11]1, predict the reactants needed to synthesize it. The reactants are: [CH:1]([Cl:4])([Cl:3])[Cl:2].[CH3:5][C@H:6]1[CH2:11][C:10](=[O:12])[CH2:9][CH2:8][N:7]1[C:13]([O:15][CH2:16][C:17]1[CH:22]=[CH:21][CH:20]=[CH:19][CH:18]=1)=[O:14].[Cl-].[Mg+2].[Cl-].C[Si]([N-][Si](C)(C)C)(C)C.[Li+]. (2) Given the product [CH2:25]([O:24][CH2:23][CH2:22][O:21][CH2:20][CH2:19][O:7][CH:4]1[CH2:5][CH2:6][O:1][CH2:2][CH2:3]1)[C:26]1[CH:31]=[CH:30][CH:29]=[CH:28][CH:27]=1, predict the reactants needed to synthesize it. The reactants are: [O:1]1[CH2:6][CH2:5][CH:4]([OH:7])[CH2:3][CH2:2]1.CC1C=CC(S(O[CH2:19][CH2:20][O:21][CH2:22][CH2:23][O:24][CH2:25][C:26]2[CH:31]=[CH:30][CH:29]=[CH:28][CH:27]=2)(=O)=O)=CC=1. (3) Given the product [C:13]1([C@H:5]([O:4][C:3]2[CH:19]=[CH:20][CH:21]=[CH:22][C:2]=2[CH:24]=[CH2:25])[C@H:6]2[O:7][CH2:8][CH2:9][NH:10][CH2:11]2)[CH:18]=[CH:17][CH:16]=[CH:15][CH:14]=1, predict the reactants needed to synthesize it. The reactants are: Br[C:2]1[CH:22]=[CH:21][CH:20]=[CH:19][C:3]=1[O:4][CH:5]([C:13]1[CH:18]=[CH:17][CH:16]=[CH:15][CH:14]=1)[CH:6]1[CH2:11][NH:10][C:9](=O)[CH2:8][O:7]1.Br[C:24]1C=CC=C[C:25]=1OC(C1C=CC=CC=1)C1OCCNC1. (4) The reactants are: [C:1]([O:9][CH2:10][C:11]1[CH:16]=[CH:15][N:14]=[C:13]([CH2:17][O:18]C2CCCCO2)[CH:12]=1)(=[O:8])[C:2]1[CH:7]=[CH:6][CH:5]=[CH:4][CH:3]=1.CO.C1(C)C=CC(S([O-])(=O)=O)=CC=1.[NH+]1C=CC=CC=1.C(=O)([O-])O.[Na+]. Given the product [C:1]([O:9][CH2:10][C:11]1[CH:16]=[CH:15][N:14]=[C:13]([CH2:17][OH:18])[CH:12]=1)(=[O:8])[C:2]1[CH:7]=[CH:6][CH:5]=[CH:4][CH:3]=1, predict the reactants needed to synthesize it. (5) Given the product [CH:3]1([C@H:9]([NH:14][C:15]([C:17]2[CH:22]=[CH:21][C:20]([N+:23]([O-:25])=[O:24])=[CH:19][C:18]=2[NH:26][C:27]([NH:29][C:30]2[C:35]([CH3:36])=[CH:34][C:33]([CH3:37])=[CH:32][C:31]=2[CH3:38])=[O:28])=[O:16])[C:10]([OH:12])=[O:11])[CH2:4][CH2:5][CH2:6][CH2:7][CH2:8]1, predict the reactants needed to synthesize it. The reactants are: [OH-].[Li+].[CH:3]1([C@H:9]([NH:14][C:15]([C:17]2[CH:22]=[CH:21][C:20]([N+:23]([O-:25])=[O:24])=[CH:19][C:18]=2[NH:26][C:27]([NH:29][C:30]2[C:35]([CH3:36])=[CH:34][C:33]([CH3:37])=[CH:32][C:31]=2[CH3:38])=[O:28])=[O:16])[C:10]([O:12]C)=[O:11])[CH2:8][CH2:7][CH2:6][CH2:5][CH2:4]1.CO.O. (6) The reactants are: FC1C=CC(C2C(C3C=CC4N(C=C(N)N=4)N=3)=C(N3CCNCC3)N(C)N=2)=CC=1.C([NH:33][C:34]1[N:35]=[C:36]2[CH:41]=[CH:40][C:39]([C:42]3[C:43]([C:61]4[CH:66]=[CH:65][C:64]([F:67])=[CH:63][CH:62]=4)=[N:44][N:45]([CH3:60])[C:46]=3[N:47]3[CH2:52][CH2:51][N:50]([C:53]([O:55][C:56]([CH3:59])([CH3:58])[CH3:57])=[O:54])[CH2:49][CH2:48]3)=[N:38][N:37]2[CH:68]=1)(=O)C.CCN(C(C)C)C(C)C.CC(OC(OC(OC(C)(C)C)=O)=O)(C)C. Given the product [NH2:33][C:34]1[N:35]=[C:36]2[CH:41]=[CH:40][C:39]([C:42]3[C:43]([C:61]4[CH:62]=[CH:63][C:64]([F:67])=[CH:65][CH:66]=4)=[N:44][N:45]([CH3:60])[C:46]=3[N:47]3[CH2:48][CH2:49][N:50]([C:53]([O:55][C:56]([CH3:58])([CH3:59])[CH3:57])=[O:54])[CH2:51][CH2:52]3)=[N:38][N:37]2[CH:68]=1, predict the reactants needed to synthesize it. (7) Given the product [CH3:28][O:27][C:25]1[CH:24]=[C:22]([CH:21]=[C:20]([O:19][CH3:18])[CH:26]=1)[NH:23][C:2]1[CH:7]=[C:6]([C:8]([F:11])([F:10])[F:9])[N:5]=[C:4]([C:12]2[CH:17]=[CH:16][N:15]=[CH:14][CH:13]=2)[N:3]=1, predict the reactants needed to synthesize it. The reactants are: Cl[C:2]1[CH:7]=[C:6]([C:8]([F:11])([F:10])[F:9])[N:5]=[C:4]([C:12]2[CH:17]=[CH:16][N:15]=[CH:14][CH:13]=2)[N:3]=1.[CH3:18][O:19][C:20]1[CH:21]=[C:22]([CH:24]=[C:25]([O:27][CH3:28])[CH:26]=1)[NH2:23].